Dataset: Reaction yield outcomes from USPTO patents with 853,638 reactions. Task: Predict the reaction yield, written as a fraction of the theoretical maximum amount of product (1.0 means a 100% yield; for example, 0.34 means a 34% yield). The product is [Br:26][C:15]1[S:16][CH:17]=[CH:18][C:14]=1[C:2]1([OH:1])[CH2:6][CH2:5][N:4]([C:7]([O:9][C:10]([CH3:13])([CH3:11])[CH3:12])=[O:8])[CH2:3]1. The reactants are [OH:1][C:2]1([C:14]2[CH:18]=[CH:17][S:16][CH:15]=2)[CH2:6][CH2:5][N:4]([C:7]([O:9][C:10]([CH3:13])([CH3:12])[CH3:11])=[O:8])[CH2:3]1.C1C(=O)N([Br:26])C(=O)C1.[O-]S([O-])=O.[Na+].[Na+].O. The yield is 0.840. The catalyst is CC(O)=O.C(Cl)(Cl)Cl.